From a dataset of Forward reaction prediction with 1.9M reactions from USPTO patents (1976-2016). Predict the product of the given reaction. (1) Given the reactants [O:1]1[CH2:6][CH2:5][NH:4][S:3](=[O:8])(=[O:7])[CH2:2]1.Br[C:10]1[CH:22]=[CH:21][C:13]([C:14]([O:16][C:17]([CH3:20])([CH3:19])[CH3:18])=[O:15])=[C:12]([Cl:23])[CH:11]=1.CC1(C)C2C(=C(P(C3C=CC=CC=3)C3C=CC=CC=3)C=CC=2)OC2C(P(C3C=CC=CC=3)C3C=CC=CC=3)=CC=CC1=2.C(=O)([O-])[O-].[Cs+].[Cs+], predict the reaction product. The product is: [Cl:23][C:12]1[CH:11]=[C:10]([N:4]2[CH2:5][CH2:6][O:1][CH2:2][S:3]2(=[O:8])=[O:7])[CH:22]=[CH:21][C:13]=1[C:14]([O:16][C:17]([CH3:20])([CH3:19])[CH3:18])=[O:15]. (2) Given the reactants [NH:1]([C:5]1[S:6][C:7]([S:10][C:11]#N)=[CH:8][N:9]=1)[C:2]([CH3:4])=[O:3].SC[C@H]([C@@H](CS)O)O.BrC[C:23]([O:25][C:26]([CH3:29])([CH3:28])[CH3:27])=[O:24].C(=O)([O-])[O-].[K+].[K+], predict the reaction product. The product is: [CH3:27][C:26]([O:25][C:23](=[O:24])[CH2:11][S:10][C:7]1[S:6][C:5]([NH:1][C:2](=[O:3])[CH3:4])=[N:9][CH:8]=1)([CH3:29])[CH3:28]. (3) Given the reactants [Br:1]Br.[Br:3][C:4]1[CH:5]=[C:6]([C:11]([F:14])([F:13])[F:12])[C:7](N)=[N:8][CH:9]=1.Br.N([O-])=O.[Na+].[OH-].[K+], predict the reaction product. The product is: [Br:1][C:7]1[C:6]([C:11]([F:14])([F:13])[F:12])=[CH:5][C:4]([Br:3])=[CH:9][N:8]=1. (4) Given the reactants [H-].[H-].[H-].[H-].[Li+].[Al+3].[CH3:7][C:8]([C:12]1[CH:17]=[CH:16][C:15]([B:18]2[O:22][C:21]([CH3:24])([CH3:23])[C:20]([CH3:26])([CH3:25])[O:19]2)=[CH:14][CH:13]=1)([CH3:11])[C:9]#[N:10], predict the reaction product. The product is: [CH3:11][C:8]([C:12]1[CH:13]=[CH:14][C:15]([B:18]2[O:22][C:21]([CH3:24])([CH3:23])[C:20]([CH3:26])([CH3:25])[O:19]2)=[CH:16][CH:17]=1)([CH3:7])[CH2:9][NH2:10]. (5) Given the reactants [F:1][C:2]1[CH:35]=[CH:34][CH:33]=[C:32]([F:36])[C:3]=1[CH2:4][O:5][C:6]1[N:11]2[N:12]=[C:13]([CH3:30])[C:14]([C:15]([NH:17][C:18]34[CH2:25][CH2:24][C:21]([C:26]([O:28]C)=[O:27])([CH2:22][CH2:23]3)[CH2:20][CH2:19]4)=[O:16])=[C:10]2[CH:9]=[C:8]([CH3:31])[CH:7]=1.[OH-].[Li+].C(O)=O, predict the reaction product. The product is: [F:36][C:32]1[CH:33]=[CH:34][CH:35]=[C:2]([F:1])[C:3]=1[CH2:4][O:5][C:6]1[N:11]2[N:12]=[C:13]([CH3:30])[C:14]([C:15]([NH:17][C:18]34[CH2:19][CH2:20][C:21]([C:26]([OH:28])=[O:27])([CH2:22][CH2:23]3)[CH2:24][CH2:25]4)=[O:16])=[C:10]2[CH:9]=[C:8]([CH3:31])[CH:7]=1. (6) The product is: [CH3:17][O:18][C:19]1[CH:20]=[C:21]([C:14]2[CH:13]=[N:12][C:11]3=[C:7]([N:4]4[CH2:5][CH2:6][O:1][CH2:2][CH2:3]4)[S:8][N:9]=[C:10]3[CH:15]=2)[CH:22]=[C:23]([O:25][CH3:26])[CH:24]=1. Given the reactants [O:1]1[CH2:6][CH2:5][N:4]([C:7]2[S:8][N:9]=[C:10]3[CH:15]=[C:14](Br)[CH:13]=[N:12][C:11]=23)[CH2:3][CH2:2]1.[CH3:17][O:18][C:19]1[CH:20]=[C:21](B(O)O)[CH:22]=[C:23]([O:25][CH3:26])[CH:24]=1.C([O-])([O-])=O.[K+].[K+], predict the reaction product.